From a dataset of Reaction yield outcomes from USPTO patents with 853,638 reactions. Predict the reaction yield, written as a fraction of the theoretical maximum amount of product (1.0 means a 100% yield; for example, 0.34 means a 34% yield). (1) The reactants are C(O[C:6]([N:8]1[CH2:13][CH2:12][N:11](C2C(=O)N(CC(C)C)N=C(C3C=CC(C)=C(F)C=3)C=2C)[CH2:10][CH2:9]1)=O)(C)(C)C.[Cl:34][C:35]1[CH:40]=[CH:39][C:38]([CH2:41][CH2:42][CH2:43][N:44]2[C:49](=[O:50])[C:48]([CH2:51]OS(C)(=O)=O)=[CH:47][C:46]([C:57]3[CH:62]=[CH:61][C:60]([O:63][CH3:64])=[C:59]([F:65])[CH:58]=3)=[N:45]2)=[CH:37][CH:36]=1. No catalyst specified. The product is [Cl:34][C:35]1[CH:40]=[CH:39][C:38]([CH2:41][CH2:42][CH2:43][N:44]2[C:49](=[O:50])[C:48]([CH2:51][N:11]3[CH2:12][CH2:13][N:8]([CH3:6])[CH2:9][CH2:10]3)=[CH:47][C:46]([C:57]3[CH:62]=[CH:61][C:60]([O:63][CH3:64])=[C:59]([F:65])[CH:58]=3)=[N:45]2)=[CH:37][CH:36]=1. The yield is 0.769. (2) The reactants are [C:1]([C:5]1[CH:10]=[C:9]([C:11]2[CH:16]=[CH:15][CH:14]=[CH:13][C:12]=2[O:17][CH2:18][CH3:19])[C:8]([N+:20]([O-])=O)=[CH:7][C:6]=1[OH:23])([CH3:4])([CH3:3])[CH3:2]. The catalyst is CO.[Ni]. The product is [C:1]([C:5]1[CH:10]=[C:9]([C:11]2[CH:16]=[CH:15][CH:14]=[CH:13][C:12]=2[O:17][CH2:18][CH3:19])[C:8]([NH2:20])=[CH:7][C:6]=1[OH:23])([CH3:3])([CH3:2])[CH3:4]. The yield is 0.920. (3) The reactants are [Br:1][C:2]1[N:6]2[C:7]([CH3:12])=[CH:8][N:9]=[C:10](Cl)[C:5]2=[N:4][CH:3]=1.Cl.[NH2:14][CH2:15][C:16]1[CH:21]=[CH:20][C:19]([S:22]([NH2:25])(=[O:24])=[O:23])=[CH:18][CH:17]=1.CCN(C(C)C)C(C)C. The catalyst is C(O)C(C)C. The product is [Br:1][C:2]1[N:6]2[C:7]([CH3:12])=[CH:8][N:9]=[C:10]([NH:14][CH2:15][C:16]3[CH:17]=[CH:18][C:19]([S:22]([NH2:25])(=[O:23])=[O:24])=[CH:20][CH:21]=3)[C:5]2=[N:4][CH:3]=1. The yield is 0.670. (4) The reactants are C[O:2][C:3](=[O:35])[CH2:4][C:5]1[CH:10]=[CH:9][C:8]([C:11]2[CH:16]=[CH:15][C:14]([N:17]3[C:21]([CH3:22])=[C:20]([NH:23][C:24]([O:26][C@@H:27]([C:29]4[CH:34]=[CH:33][CH:32]=[CH:31][CH:30]=4)[CH3:28])=[O:25])[N:19]=[N:18]3)=[CH:13][CH:12]=2)=[CH:7][CH:6]=1.C1COCC1.[Li+].[OH-].Cl. The catalyst is O. The product is [CH3:22][C:21]1[N:17]([C:14]2[CH:13]=[CH:12][C:11]([C:8]3[CH:7]=[CH:6][C:5]([CH2:4][C:3]([OH:35])=[O:2])=[CH:10][CH:9]=3)=[CH:16][CH:15]=2)[N:18]=[N:19][C:20]=1[NH:23][C:24]([O:26][C@@H:27]([C:29]1[CH:34]=[CH:33][CH:32]=[CH:31][CH:30]=1)[CH3:28])=[O:25]. The yield is 0.900. (5) The reactants are [OH-:1].[Na+].Cl.[NH2:4]O.[Cl:6][C:7]1[CH:8]=[C:9]([CH:12]=[CH:13][CH:14]=1)[C:10]#[N:11]. The catalyst is C(O)C. The product is [Cl:6][C:7]1[CH:8]=[C:9]([C:10](=[N:4][OH:1])[NH2:11])[CH:12]=[CH:13][CH:14]=1. The yield is 0.859.